Dataset: Peptide-MHC class I binding affinity with 185,985 pairs from IEDB/IMGT. Task: Regression. Given a peptide amino acid sequence and an MHC pseudo amino acid sequence, predict their binding affinity value. This is MHC class I binding data. (1) The peptide sequence is EEDLPVTWR. The MHC is HLA-A11:01 with pseudo-sequence HLA-A11:01. The binding affinity (normalized) is 0.0847. (2) The peptide sequence is FLILPQAKK. The binding affinity (normalized) is 0.0847. The MHC is HLA-A26:01 with pseudo-sequence HLA-A26:01. (3) The peptide sequence is MTACGRIVV. The MHC is HLA-B57:01 with pseudo-sequence HLA-B57:01. The binding affinity (normalized) is 0.0847. (4) The peptide sequence is AELLSCSHL. The MHC is HLA-B44:03 with pseudo-sequence HLA-B44:03. The binding affinity (normalized) is 0.348. (5) The peptide sequence is SELAKGVAL. The MHC is HLA-B40:02 with pseudo-sequence HLA-B40:02. The binding affinity (normalized) is 0.755.